This data is from Reaction yield outcomes from USPTO patents with 853,638 reactions. The task is: Predict the reaction yield, written as a fraction of the theoretical maximum amount of product (1.0 means a 100% yield; for example, 0.34 means a 34% yield). The reactants are [C:1]([O:5][C:6](=[O:15])[NH:7][C@@H:8]([CH2:13][OH:14])[C:9]([CH3:12])([CH3:11])[CH3:10])([CH3:4])([CH3:3])[CH3:2].I[CH3:17]. The catalyst is C(#N)C.[Ag]=O. The product is [C:1]([O:5][C:6](=[O:15])[NH:7][C@@H:8]([CH2:13][O:14][CH3:17])[C:9]([CH3:12])([CH3:11])[CH3:10])([CH3:4])([CH3:2])[CH3:3]. The yield is 0.690.